Dataset: Forward reaction prediction with 1.9M reactions from USPTO patents (1976-2016). Task: Predict the product of the given reaction. (1) Given the reactants [Cl:1][C:2]1[CH:7]=[C:6]([OH:8])[C:5]([Cl:9])=[CH:4][C:3]=1[CH2:10][C:11]([O:13][CH3:14])=[O:12].[F:15][C:16]([F:35])([F:34])[S:17](N(C1C=CC=CC=1)[S:17]([C:16]([F:35])([F:34])[F:15])(=[O:19])=[O:18])(=[O:19])=[O:18].C(=O)([O-])[O-].[K+].[K+], predict the reaction product. The product is: [Cl:1][C:2]1[CH:7]=[C:6]([O:8][S:17]([C:16]([F:35])([F:34])[F:15])(=[O:19])=[O:18])[C:5]([Cl:9])=[CH:4][C:3]=1[CH2:10][C:11]([O:13][CH3:14])=[O:12]. (2) The product is: [C:39]([Si:36]([CH3:38])([CH3:37])[O:8][C:1]1[CH2:7][CH2:6][CH2:5][CH2:4][C:3](=[CH:54][C:55]2[CH:62]=[CH:61][CH:60]=[CH:59][C:56]=2[CH3:57])[CH:2]=1)([CH3:42])([CH3:41])[CH3:40]. Given the reactants [C:1]1(=[O:8])[CH2:7][CH2:6][CH2:5][CH2:4][CH:3]=[CH:2]1.C1(P(C2C=CC=CC=2)C2C=CC=CC=2)C=CC=CC=1.O([Si:36]([C:39]([CH3:42])([CH3:41])[CH3:40])([CH3:38])[CH3:37])S(C(F)(F)F)(=O)=O.[Li]CCCC.CCCCCC.[CH3:54][C:55]1[CH:62]=[CH:61][CH:60]=[CH:59][C:56]=1[CH:57]=O, predict the reaction product. (3) Given the reactants COC1C=CC=CC=1S[CH2:10][CH2:11][CH2:12][N:13]([C@H:29]1[CH2:34][CH2:33][C@H:32]([CH3:35])[CH2:31][CH2:30]1)[C:14](=[O:28])[NH:15][C:16]1[S:17][C:18]([S:21][C:22]([CH3:27])([CH3:26])[C:23]([OH:25])=[O:24])=[CH:19][N:20]=1.[F:36][C:37]([F:47])([F:46])[O:38][C:39]1[CH:44]=[CH:43][CH:42]=[CH:41][C:40]=1[SH:45].C(OC(=O)C(SC1SC(N)=NC=1)(C)C)C, predict the reaction product. The product is: [CH3:26][C:22]([S:21][C:18]1[S:17][C:16]([NH:15][C:14]([N:13]([C@H:29]2[CH2:34][CH2:33][C@H:32]([CH3:35])[CH2:31][CH2:30]2)[CH2:12][CH2:11][CH2:10][S:45][C:40]2[CH:41]=[CH:42][CH:43]=[CH:44][C:39]=2[O:38][C:37]([F:36])([F:46])[F:47])=[O:28])=[N:20][CH:19]=1)([CH3:27])[C:23]([OH:25])=[O:24]. (4) Given the reactants [CH2:1]([N:8]1[C:17](=[O:18])[C:16]2[C:11](=[CH:12][CH:13]=[C:14]([C:19]([OH:21])=[O:20])[CH:15]=2)[N:10]([CH3:22])[C:9]1=[O:23])[C:2]1[CH:7]=[CH:6][CH:5]=[CH:4][CH:3]=1.C1(P(C2C=CC=CC=2)C2C=CC=CC=2)C=CC=CC=1.N(C(OCC)=O)=NC(OCC)=O.[N:55]1[CH:60]=[CH:59][C:58]([CH2:61]O)=[CH:57][CH:56]=1, predict the reaction product. The product is: [CH2:1]([N:8]1[C:17](=[O:18])[C:16]2[C:11](=[CH:12][CH:13]=[C:14]([C:19]([O:21][CH2:61][C:58]3[CH:59]=[CH:60][N:55]=[CH:56][CH:57]=3)=[O:20])[CH:15]=2)[N:10]([CH3:22])[C:9]1=[O:23])[C:2]1[CH:3]=[CH:4][CH:5]=[CH:6][CH:7]=1.